The task is: Predict the product of the given reaction.. This data is from Forward reaction prediction with 1.9M reactions from USPTO patents (1976-2016). (1) Given the reactants CN(C=O)C.[C:6]([O:14][C:15]1[C:23]([O:24][CH3:25])=[CH:22][C:18]([C:19]([OH:21])=O)=[C:17]([N+:26]([O-:28])=[O:27])[CH:16]=1)(=O)[C:7]1[CH:12]=[CH:11][CH:10]=[CH:9][CH:8]=1.S(Cl)(Cl)=O.[CH3:33][O:34][C:35]1[CH:40]=[CH:39][CH:38]=[CH:37][C:36]=1[N:41]1[CH2:46][CH2:45][NH:44][CH2:43][CH2:42]1, predict the reaction product. The product is: [CH2:6]([O:14][C:15]1[C:23]([O:24][CH3:25])=[CH:22][C:18]([C:19]([N:44]2[CH2:43][CH2:42][N:41]([C:36]3[CH:37]=[CH:38][CH:39]=[CH:40][C:35]=3[O:34][CH3:33])[CH2:46][CH2:45]2)=[O:21])=[C:17]([N+:26]([O-:28])=[O:27])[CH:16]=1)[C:7]1[CH:8]=[CH:9][CH:10]=[CH:11][CH:12]=1. (2) Given the reactants B(Cl)([C@H]1[C@H](C)[C@H]2C(C)(C)[C@@H](C2)C1)[C@H]1[C@H](C)[C@@H]2C(C)(C)[C@@H](C2)C1.[Cl:23][CH2:24][C:25]([C:27]1[CH:28]=[C:29]([NH:33][S:34]([C:37]2[CH:42]=[CH:41][CH:40]=[CH:39][CH:38]=2)(=[O:36])=[O:35])[CH:30]=[CH:31][CH:32]=1)=[O:26], predict the reaction product. The product is: [Cl:23][CH2:24][C@@H:25]([C:27]1[CH:28]=[C:29]([NH:33][S:34]([C:37]2[CH:42]=[CH:41][CH:40]=[CH:39][CH:38]=2)(=[O:36])=[O:35])[CH:30]=[CH:31][CH:32]=1)[OH:26]. (3) Given the reactants [NH2:1][C:2]1[CH:7]=[C:6]([O:8][CH2:9][C:10]2[CH:15]=[CH:14][CH:13]=[CH:12][CH:11]=2)[C:5]([O:16][CH3:17])=[CH:4][C:3]=1[C:18](=[O:20])[CH3:19].C[O-].[Na+].[CH:24](OCC)=O.Cl, predict the reaction product. The product is: [CH2:9]([O:8][C:6]1[CH:7]=[C:2]2[C:3]([C:18]([OH:20])=[CH:19][CH:24]=[N:1]2)=[CH:4][C:5]=1[O:16][CH3:17])[C:10]1[CH:15]=[CH:14][CH:13]=[CH:12][CH:11]=1. (4) Given the reactants [CH3:1][O:2][C:3](=[O:34])[C@@H:4]([NH:8][S:9]([C:12]1[CH:13]=[CH:14][C:15]2[C:19]3[CH:20]=[CH:21][C:22](B4OC(C)(C)C(C)(C)O4)=[CH:23][C:18]=3[S:17][C:16]=2[CH:33]=1)(=[O:11])=[O:10])[CH:5]([CH3:7])[CH3:6].Br[C:36]1[S:37][C:38]([Cl:41])=[CH:39][CH:40]=1.C([O-])([O-])=O.[K+].[K+], predict the reaction product. The product is: [Cl:41][C:38]1[S:37][C:36]([C:22]2[CH:21]=[CH:20][C:19]3[C:15]4[CH:14]=[CH:13][C:12]([S:9]([NH:8][C@@H:4]([CH:5]([CH3:6])[CH3:7])[C:3]([O:2][CH3:1])=[O:34])(=[O:11])=[O:10])=[CH:33][C:16]=4[S:17][C:18]=3[CH:23]=2)=[CH:40][CH:39]=1. (5) Given the reactants [F:1][C:2]1[C:3]([NH:28][C@@H:29]([C:38]([CH3:41])([CH3:40])[CH3:39])[CH2:30][N:31]2[CH:35]=[C:34]([CH2:36][OH:37])[N:33]=[N:32]2)=[N:4][C:5]([C:8]2[C:16]3[C:11](=[N:12][CH:13]=[C:14]([F:17])[CH:15]=3)[N:10](S(C3C=CC(C)=CC=3)(=O)=O)[CH:9]=2)=[N:6][CH:7]=1.C[O-].[Na+].[NH4+].[Cl-].CCOC(C)=O, predict the reaction product. The product is: [F:1][C:2]1[C:3]([NH:28][C@@H:29]([C:38]([CH3:41])([CH3:40])[CH3:39])[CH2:30][N:31]2[CH:35]=[C:34]([CH2:36][OH:37])[N:33]=[N:32]2)=[N:4][C:5]([C:8]2[C:16]3[C:11](=[N:12][CH:13]=[C:14]([F:17])[CH:15]=3)[NH:10][CH:9]=2)=[N:6][CH:7]=1. (6) Given the reactants [OH-].[Na+].[OH:3][C@@H:4]1[C@@:9]([OH:16])([C:10]2[CH:15]=[CH:14][CH:13]=[CH:12][CH:11]=2)[CH2:8][CH2:7][N:6]([C:17]([O:19][C:20]([CH3:23])([CH3:22])[CH3:21])=[O:18])[CH2:5]1.S([O-])([O-])(=O)=O.C([N+](CCCC)(CCCC)CCCC)CCC.C([N+](CCCC)(CCCC)CCCC)CCC.[CH2:63](Br)[C:64]1[CH:69]=[CH:68][CH:67]=[CH:66][CH:65]=1, predict the reaction product. The product is: [CH2:63]([O:3][C@@H:4]1[C@@:9]([OH:16])([C:10]2[CH:15]=[CH:14][CH:13]=[CH:12][CH:11]=2)[CH2:8][CH2:7][N:6]([C:17]([O:19][C:20]([CH3:23])([CH3:22])[CH3:21])=[O:18])[CH2:5]1)[C:64]1[CH:69]=[CH:68][CH:67]=[CH:66][CH:65]=1. (7) Given the reactants [Cl:1][C:2]1[N:7]=[N:6][C:5]([N:8]2[CH2:14][CH2:13][CH2:12][N:11]([CH:15]([CH3:17])[CH3:16])[CH2:10][CH2:9]2)=[CH:4][CH:3]=1.[C:18]([NH:21][C:22]1[CH:27]=[CH:26][C:25](B(O)O)=[CH:24][CH:23]=1)(=[O:20])[CH3:19], predict the reaction product. The product is: [ClH:1].[ClH:1].[CH:15]([N:11]1[CH2:12][CH2:13][CH2:14][N:8]([C:5]2[N:6]=[N:7][C:2]([C:25]3[CH:26]=[CH:27][C:22]([NH:21][C:18](=[O:20])[CH3:19])=[CH:23][CH:24]=3)=[CH:3][CH:4]=2)[CH2:9][CH2:10]1)([CH3:17])[CH3:16]. (8) The product is: [Cl:12][C:13]1[C:18]([C:19]2[C:24]([F:25])=[CH:23][C:22]([F:26])=[CH:21][C:20]=2[F:27])=[C:17]([NH:4][CH2:1][C:2]#[CH:3])[N:16]2[N:29]=[CH:30][N:31]=[C:15]2[N:14]=1. Given the reactants [CH2:1]([NH2:4])[C:2]#[CH:3].C(N(CC)CC)C.[Cl:12][C:13]1[C:18]([C:19]2[C:24]([F:25])=[CH:23][C:22]([F:26])=[CH:21][C:20]=2[F:27])=[C:17](Cl)[N:16]2[N:29]=[CH:30][N:31]=[C:15]2[N:14]=1, predict the reaction product.